This data is from NCI-60 drug combinations with 297,098 pairs across 59 cell lines. The task is: Regression. Given two drug SMILES strings and cell line genomic features, predict the synergy score measuring deviation from expected non-interaction effect. (1) Drug 1: CS(=O)(=O)OCCCCOS(=O)(=O)C. Drug 2: CCN(CC)CCCC(C)NC1=C2C=C(C=CC2=NC3=C1C=CC(=C3)Cl)OC. Cell line: SN12C. Synergy scores: CSS=12.0, Synergy_ZIP=-2.77, Synergy_Bliss=1.60, Synergy_Loewe=-6.44, Synergy_HSA=-0.898. (2) Drug 1: C1CC(=O)NC(=O)C1N2C(=O)C3=CC=CC=C3C2=O. Drug 2: C1CCC(C(C1)N)N.C(=O)(C(=O)[O-])[O-].[Pt+4]. Cell line: U251. Synergy scores: CSS=0.410, Synergy_ZIP=-8.22, Synergy_Bliss=-12.1, Synergy_Loewe=-28.6, Synergy_HSA=-15.7. (3) Drug 1: C1=CC(=CC=C1C#N)C(C2=CC=C(C=C2)C#N)N3C=NC=N3. Drug 2: C1C(C(OC1N2C=NC3=C(N=C(N=C32)Cl)N)CO)O. Cell line: SR. Synergy scores: CSS=72.2, Synergy_ZIP=4.77, Synergy_Bliss=1.27, Synergy_Loewe=-11.5, Synergy_HSA=2.36.